From a dataset of Reaction yield outcomes from USPTO patents with 853,638 reactions. Predict the reaction yield, written as a fraction of the theoretical maximum amount of product (1.0 means a 100% yield; for example, 0.34 means a 34% yield). The reactants are [OH:1][CH2:2][C:3]([CH2:8][OH:9])([CH2:6][OH:7])[CH2:4][OH:5].Br[CH2:11][CH2:12][CH2:13][CH2:14][CH2:15][CH2:16][CH2:17][CH2:18][CH2:19][CH2:20][CH2:21][CH2:22][CH2:23][CH2:24][CH2:25][CH2:26][CH2:27][CH3:28].[H-].[Na+].Cl. The catalyst is C(Cl)(Cl)Cl.CN(C=O)C. The product is [CH2:11]([O:1][CH2:2][C:3]([CH2:8][O:9][CH2:28][CH2:27][CH2:26][CH2:25][CH2:24][CH2:23][CH2:22][CH2:21][CH2:20][CH2:19][CH2:18][CH2:17][CH2:16][CH2:15][CH2:14][CH2:13][CH2:12][CH3:11])([CH2:6][O:7][CH2:28][CH2:27][CH2:26][CH2:25][CH2:24][CH2:23][CH2:22][CH2:21][CH2:20][CH2:19][CH2:18][CH2:17][CH2:16][CH2:15][CH2:14][CH2:13][CH2:12][CH3:11])[CH2:4][OH:5])[CH2:12][CH2:13][CH2:14][CH2:15][CH2:16][CH2:17][CH2:18][CH2:19][CH2:20][CH2:21][CH2:22][CH2:23][CH2:24][CH2:25][CH2:26][CH2:27][CH3:28]. The yield is 0.230.